The task is: Binary Classification. Given a miRNA mature sequence and a target amino acid sequence, predict their likelihood of interaction.. This data is from Experimentally validated miRNA-target interactions with 360,000+ pairs, plus equal number of negative samples. (1) The miRNA is mmu-miR-26a-5p with sequence UUCAAGUAAUCCAGGAUAGGCU. The protein sequence of the target gene is MSSSIEQKKGSTRQRKCGFCKSNRDKECGQLLISENQKVAAHHKCMLFSSALVSSHSDNESLGGFSIEDVQKEIKRGTKLMCSLCHCPGATIGCDVKTCHRTYHYHCALHDKAQIREKPSQGIYMVYCRKHKKTAHNSEADLEESFNEHELEPSSPKTKKKSRKGRPRKTNLKGLPEDSRSTSSHGTDEMESSSYRDRSPHRSSPNDTRPKCGFCHVGEEENEARGKLHIFNAKKAAAHYKCMLFSSGTVQLTTTSRAEFGDFDIKTVLQEIKRGKRMKCTLCSQPGATIGCEIKACVKT.... Result: 1 (interaction). (2) The protein sequence of the target gene is MATSTGRWLLLRLALFGFLWEASGGLDSGASRDDDLLLPYPRARARLPRDCTRVRAGNREHESWPPPPATPGAGGLAVRTFVSHFRDRAVAGHLTRAVEPLRTFSVLEPGGPGGCAARRRATVEETARAADCRVAQNGGFFRMNSGECLGNVVSDERRVSSSGGLQNAQFGIRRDGTLVTGYLSEEEVLDTENPFVQLLSGVVWLIRNGSIYINESQATECDETQETGSFSKFVNVISARTAIGHDRKGQLVLFHADGQTEQRGINLWEMAEFLLKQDVVNAINLDGGGSATFVLNGTLA.... The miRNA is mmu-miR-3079-3p with sequence CAGGCUCAUCAGAUGAAAGUC. Result: 0 (no interaction). (3) The miRNA is hsa-miR-6739-5p with sequence UGGGAAAGAGAAAGAACAAGUA. The protein sequence of the target gene is MGLAWGLGVLLLLHACGSNRIPESGGDNSVFDIFELTGAARKRSGRRLVKGPDPSSPAFRIEDANLIPPVPDKKFQDLVDAVRAEKGFLLLASLRQMKKTRGTLLAVERKDHSGQVFSVISNGKAGTLDLSLTVQGKQHVVSVEEALLATGQWKSITLFVQEDRAQLYIDCEKMENAELDVPIQSIFTRDLASIARLRIAKGGVNDNFQGVLQNVRFVFGTTPEDILRNKGCSSSTSVFVTLDNNVVNGSSPAIRTDYIGHKTKDLQAICGISCDELSSMVLELRGLRTIVTTLQDSIRK.... Result: 0 (no interaction). (4) The miRNA is hsa-miR-8082 with sequence UGAUGGAGCUGGGAAUACUCUG. The protein sequence of the target gene is MRSLPFALTVESVSARAPTCCSTGRFTQGRQPCKCKACGRGFTQSASLLQHWRVHSDWRETLSLSPVRQDLLWPLQPHQAPASPLGRSHSSAGVRQGFSGQLCCWLTKEHTLAEALRLSPVPAGFWGPVEADRPPANSHRRVCPFCCCSCGDSVNEKTSLSQRVLPHPGEKTCRGGSVESVSLAPSSVAPDSTSGLRPCGSPGSFLQHLPPSTLLPRPPFLYPGPPLSLQPLVPSGLPAVPAVPLGGLEVAQVPPATQPAAQQEGAMGPRSCASAGRDSREAVQAPGYPEPARKASQHRA.... Result: 1 (interaction).